Dataset: Full USPTO retrosynthesis dataset with 1.9M reactions from patents (1976-2016). Task: Predict the reactants needed to synthesize the given product. (1) Given the product [CH2:1]([NH:6][S:7]([NH2:10])(=[O:9])=[O:8])[CH2:2][CH2:3][CH2:4][CH3:5], predict the reactants needed to synthesize it. The reactants are: [CH2:1]([NH:6][S:7]([NH:10]C(=O)OCC1C=CC=CC=1)(=[O:9])=[O:8])[CH2:2][CH2:3][CH2:4][CH3:5].[H][H]. (2) Given the product [Cl:36][C:19]1[C:20]([C:22]2[CH:27]=[CH:26][CH:25]=[C:24]([NH:28][CH2:29][CH:30]3[CH2:35][CH2:34][O:33][CH2:32][CH2:31]3)[N:23]=2)=[CH:21][C:16]([NH:15][C:14]([C@@H:10]2[CH2:11][CH2:12][CH2:13][NH:8][CH2:9]2)=[O:37])=[N:17][CH:18]=1, predict the reactants needed to synthesize it. The reactants are: C(OC([N:8]1[CH2:13][CH2:12][CH2:11][C@@H:10]([C:14](=[O:37])[NH:15][C:16]2[CH:21]=[C:20]([C:22]3[CH:27]=[CH:26][CH:25]=[C:24]([NH:28][CH2:29][CH:30]4[CH2:35][CH2:34][O:33][CH2:32][CH2:31]4)[N:23]=3)[C:19]([Cl:36])=[CH:18][N:17]=2)[CH2:9]1)=O)(C)(C)C.Cl.O1CCOCC1. (3) Given the product [CH:15]1[C:14]2[C:8]([N:2]3[CH2:3][CH2:4][N:5]([CH2:30][CH2:31][O:32][CH2:33][CH2:34][OH:35])[CH2:6][CH2:7]3)=[N:9][C:10]3[CH:22]=[CH:21][CH:20]=[CH:19][C:11]=3[S:12][C:13]=2[CH:18]=[CH:17][CH:16]=1.[C:23]([OH:24])(=[O:26])/[CH:11]=[CH:10]/[C:22]([OH:32])=[O:1], predict the reactants needed to synthesize it. The reactants are: [OH2:1].[N:2]1([C:8]2[C:14]3[CH:15]=[CH:16][CH:17]=[CH:18][C:13]=3[S:12][C:11]3[CH:19]=[CH:20][CH:21]=[CH:22][C:10]=3[N:9]=2)[CH2:7][CH2:6][NH:5][CH2:4][CH2:3]1.[C:23](=[O:26])([O-])[O-:24].[Na+].[Na+].Cl[CH2:30][CH2:31][O:32][CH2:33][CH2:34][OH:35]. (4) Given the product [NH2:1][C:2]1[C:7]([N+:8]([O-:10])=[O:9])=[C:6]([O:11][S:26]([C:29]2[CH:35]=[CH:34][C:32]([CH3:33])=[CH:31][CH:30]=2)(=[O:28])=[O:27])[N:5]=[C:4]([O:12][CH2:13][CH2:14][CH2:15][CH3:16])[N:3]=1, predict the reactants needed to synthesize it. The reactants are: [NH2:1][C:2]1[C:7]([N+:8]([O-:10])=[O:9])=[C:6]([OH:11])[N:5]=[C:4]([O:12][CH2:13][CH2:14][CH2:15][CH3:16])[N:3]=1.N1C(C)=CC(C)=CC=1C.[S:26](Cl)([C:29]1[CH:35]=[CH:34][C:32]([CH3:33])=[CH:31][CH:30]=1)(=[O:28])=[O:27].O.C(#N)C. (5) The reactants are: [CH2:1]([O:5][C:6]([C:8]1[N:9]=[C:10](Br)[C:11]2[C:16]([C:17]=1[OH:18])=[CH:15][CH:14]=[C:13]([S:19][C:20]1[CH:25]=[CH:24][CH:23]=[CH:22][CH:21]=1)[CH:12]=2)=[O:7])[CH2:2][CH2:3][CH3:4].I.C(O)(=O)C. Given the product [CH2:1]([O:5][C:6]([C:8]1[N:9]=[CH:10][C:11]2[C:16]([C:17]=1[OH:18])=[CH:15][CH:14]=[C:13]([S:19][C:20]1[CH:25]=[CH:24][CH:23]=[CH:22][CH:21]=1)[CH:12]=2)=[O:7])[CH2:2][CH2:3][CH3:4], predict the reactants needed to synthesize it. (6) Given the product [CH3:13][CH:14]([CH3:16])[CH2:15][C:6]([C:5]1[CH:8]=[CH:9][CH:10]=[C:3]([O:2][CH3:1])[CH:4]=1)=[O:7], predict the reactants needed to synthesize it. The reactants are: [CH3:1][O:2][C:3]1[CH:4]=[C:5]([CH:8]=[CH:9][CH:10]=1)[CH:6]=[O:7].Br[Mg][CH2:13][CH:14]([CH3:16])[CH3:15].Cl.C(Cl)(=O)C(Cl)=O.CS(C)=O.C(N(CC)CC)C.